From a dataset of Forward reaction prediction with 1.9M reactions from USPTO patents (1976-2016). Predict the product of the given reaction. Given the reactants [CH2:1]([CH:9]1[C:17]([C:19]([F:22])([F:21])[F:20])(O)[C:16]2[C:11]3=[C:12]([O:23][CH2:24][CH2:25][N:10]13)[CH:13]=[CH:14][CH:15]=2)[CH2:2][C:3]1[CH:8]=[CH:7][CH:6]=[CH:5][CH:4]=1.S(Cl)(Cl)=O, predict the reaction product. The product is: [CH2:1]([C:9]1[N:10]2[CH2:25][CH2:24][O:23][C:12]3[CH:13]=[CH:14][CH:15]=[C:16]([C:17]=1[C:19]([F:22])([F:20])[F:21])[C:11]2=3)[CH2:2][C:3]1[CH:4]=[CH:5][CH:6]=[CH:7][CH:8]=1.